Dataset: Catalyst prediction with 721,799 reactions and 888 catalyst types from USPTO. Task: Predict which catalyst facilitates the given reaction. (1) Reactant: C([O:5][C:6](=[O:40])[CH2:7][CH:8]([OH:39])[CH2:9][CH:10]([OH:38])[CH2:11][CH2:12][C:13]1[N:14]([C:31]2[CH:36]=[CH:35][C:34]([F:37])=[CH:33][CH:32]=2)[N:15]=[C:16]([C:21](=[O:30])[NH:22][CH2:23][C:24]2[CH:29]=[CH:28][CH:27]=[CH:26][CH:25]=2)[C:17]=1[CH:18]([CH3:20])[CH3:19])(C)(C)C.[OH-].[Na+:42]. Product: [Na+:42].[CH2:23]([NH:22][C:21]([C:16]1[C:17]([CH:18]([CH3:20])[CH3:19])=[C:13]([CH2:12][CH2:11][C@@H:10]([OH:38])[CH2:9][C@@H:8]([OH:39])[CH2:7][C:6]([O-:40])=[O:5])[N:14]([C:31]2[CH:36]=[CH:35][C:34]([F:37])=[CH:33][CH:32]=2)[N:15]=1)=[O:30])[C:24]1[CH:25]=[CH:26][CH:27]=[CH:28][CH:29]=1. The catalyst class is: 5. (2) Reactant: [Cl:1][C:2]1[N:3]=[C:4](Cl)[C:5]2[CH:10]=[CH:9][NH:8][C:6]=2[N:7]=1.C(N(CC)CC)C.Cl.[CH3:20][N:21]([CH3:29])[CH:22]1[CH2:27][CH2:26][CH:25]([NH2:28])[CH2:24][CH2:23]1. Product: [Cl:1][C:2]1[N:3]=[C:4]([NH:28][CH:25]2[CH2:26][CH2:27][CH:22]([N:21]([CH3:29])[CH3:20])[CH2:23][CH2:24]2)[C:5]2[CH:10]=[CH:9][NH:8][C:6]=2[N:7]=1. The catalyst class is: 107. (3) Reactant: [C:1]([C@H:5]1[CH2:10][CH2:9][C@H:8]([O:11][C:12]2[CH:13]=[C:14]3[C:19](=[CH:20][CH:21]=2)[CH:18]=[C:17]([CH:22]=O)[CH:16]=[CH:15]3)[CH2:7][CH2:6]1)([CH3:4])([CH3:3])[CH3:2].[CH2:24]([NH2:26])[CH3:25].CC(O)=O.[BH3-]C#N.[Na+]. Product: [C:1]([C@H:5]1[CH2:10][CH2:9][C@H:8]([O:11][C:12]2[CH:13]=[C:14]3[C:19](=[CH:20][CH:21]=2)[CH:18]=[C:17]([CH2:22][NH:26][CH2:24][CH3:25])[CH:16]=[CH:15]3)[CH2:7][CH2:6]1)([CH3:4])([CH3:3])[CH3:2]. The catalyst class is: 2. (4) Reactant: C([C@H]1COC(=O)N1[C:14](=[O:36])[C@@H:15]([O:33][CH2:34][CH3:35])[C@@H:16]([C:18]1[CH:23]=[CH:22][C:21]([O:24][CH2:25][C:26]2[CH:31]=[CH:30][CH:29]=[CH:28][CH:27]=2)=[CH:20][C:19]=1[F:32])[OH:17])C1C=CC=CC=1.[CH3:37][O-:38].[Na+]. Product: [CH3:37][O:38][C:14](=[O:36])[C@@H:15]([O:33][CH2:34][CH3:35])[C@@H:16]([C:18]1[CH:23]=[CH:22][C:21]([O:24][CH2:25][C:26]2[CH:27]=[CH:28][CH:29]=[CH:30][CH:31]=2)=[CH:20][C:19]=1[F:32])[OH:17]. The catalyst class is: 5. (5) Reactant: [NH2:1][C:2]1[C:13]([O:14][CH3:15])=[CH:12][C:5]2[CH2:6][C:7](=[O:11])[NH:8][CH2:9][CH2:10][C:4]=2[CH:3]=1.Cl[C:17]1[N:22]=[C:21]([NH:23][C@@H:24]2[CH2:29][CH2:28][CH2:27][CH2:26][C@H:25]2[NH:30][S:31]([CH3:34])(=[O:33])=[O:32])[C:20]([Cl:35])=[CH:19][N:18]=1.Cl.O1CCOCC1. Product: [Cl:35][C:20]1[C:21]([NH:23][C@@H:24]2[CH2:29][CH2:28][CH2:27][CH2:26][C@H:25]2[NH:30][S:31]([CH3:34])(=[O:33])=[O:32])=[N:22][C:17]([NH:1][C:2]2[C:13]([O:14][CH3:15])=[CH:12][C:5]3[CH2:6][C:7](=[O:11])[NH:8][CH2:9][CH2:10][C:4]=3[CH:3]=2)=[N:18][CH:19]=1. The catalyst class is: 141. (6) Reactant: [CH:1]([O:4][C:5]([N:7]1[CH2:12][CH2:11][CH:10]([CH:13]2[CH2:17][C:16]3[CH:18]=[C:19](Br)[CH:20]=[CH:21][C:15]=3[O:14]2)[CH2:9][CH2:8]1)=[O:6])([CH3:3])[CH3:2].CO[C:25]([C:27]1[CH:32]=[CH:31][C:30](B(O)O)=[CH:29][CH:28]=1)=[O:26].[C:36]([O-])([O-])=[O:37].[Na+].[Na+]. Product: [CH:1]([O:4][C:5]([N:7]1[CH2:12][CH2:11][CH:10]([CH:13]2[CH2:17][C:16]3[CH:18]=[C:19]([CH:32]4[CH:31]=[CH:30][C:29]([O:37][CH3:36])=[CH:28][C:27]4=[C:25]=[O:26])[CH:20]=[CH:21][C:15]=3[O:14]2)[CH2:9][CH2:8]1)=[O:6])([CH3:3])[CH3:2]. The catalyst class is: 9. (7) Reactant: [F:1][C:2]1[CH:7]=[CH:6][CH:5]=[C:4]([F:8])[C:3]=1[N:9]1[C:14]2[N:15]=[C:16](S(C)=O)[N:17]=[C:18]([C:19]3[CH:20]=[C:21]([CH:28]=[CH:29][C:30]=3[CH3:31])[C:22]([NH:24][CH2:25][CH2:26][CH3:27])=[O:23])[C:13]=2[CH2:12][NH:11][C:10]1=[O:35].[N:36]1([CH:42]2[CH2:47][CH2:46][NH:45][CH2:44][CH2:43]2)[CH2:41][CH2:40][CH2:39][CH2:38][CH2:37]1. Product: [N:36]1([CH:42]2[CH2:47][CH2:46][N:45]([C:16]3[N:17]=[C:18]([C:19]4[CH:20]=[C:21]([CH:28]=[CH:29][C:30]=4[CH3:31])[C:22]([NH:24][CH2:25][CH2:26][CH3:27])=[O:23])[C:13]4[CH2:12][NH:11][C:10](=[O:35])[N:9]([C:3]5[C:2]([F:1])=[CH:7][CH:6]=[CH:5][C:4]=5[F:8])[C:14]=4[N:15]=3)[CH2:44][CH2:43]2)[CH2:41][CH2:40][CH2:39][CH2:38][CH2:37]1. The catalyst class is: 2. (8) The catalyst class is: 195. Reactant: [Cl:1][C:2]1[C:3]([C:14]([F:17])([F:16])[F:15])=[N:4][NH:5][C:6]=1[C:7]1[CH:12]=[CH:11][CH:10]=[C:9]([F:13])[CH:8]=1.C([O-])([O-])=O.[K+].[K+].Cl[CH2:25][C:26]([N:28]1[CH2:33][CH2:32][N:31]([C:34]2[CH:39]=[CH:38][C:37]([Cl:40])=[C:36]([O:41][CH3:42])[CH:35]=2)[CH2:30][CH2:29]1)=[O:27].CN(C=O)C. Product: [Cl:40][C:37]1[CH:38]=[CH:39][C:34]([N:31]2[CH2:32][CH2:33][N:28]([C:26](=[O:27])[CH2:25][N:5]3[C:6]([C:7]4[CH:12]=[CH:11][CH:10]=[C:9]([F:13])[CH:8]=4)=[C:2]([Cl:1])[C:3]([C:14]([F:15])([F:17])[F:16])=[N:4]3)[CH2:29][CH2:30]2)=[CH:35][C:36]=1[O:41][CH3:42]. (9) Reactant: [F:1][C:2]1[CH:3]=[CH:4][CH:5]=[C:6]2[C:11]=1[O:10][CH2:9][CH2:8][CH:7]2[NH2:12].[CH3:13][O:14][CH2:15][C:16](OC)=[O:17]. Product: [F:1][C:2]1[CH:3]=[CH:4][CH:5]=[C:6]2[C:11]=1[O:10][CH2:9][CH2:8][C@H:7]2[NH:12][C:16](=[O:17])[CH2:15][O:14][CH3:13]. The catalyst class is: 310.